This data is from Reaction yield outcomes from USPTO patents with 853,638 reactions. The task is: Predict the reaction yield, written as a fraction of the theoretical maximum amount of product (1.0 means a 100% yield; for example, 0.34 means a 34% yield). (1) The catalyst is C(Cl)Cl.CN(C=O)C.N1C=CC=CC=1.CCOC(C)=O. The yield is 0.590. The product is [CH3:14][C:7]1[CH:6]=[C:5](/[CH:4]=[CH:3]/[C:2]([F:1])([F:16])[F:15])[CH:13]=[CH:12][C:8]=1[C:9]([NH:37][C:32]1[CH:31]=[C:30]2[C:35]([CH:36]=[C:27]([C:25]([O:24][CH3:23])=[O:26])[CH:28]=[N:29]2)=[CH:34][CH:33]=1)=[O:11]. The reactants are [F:1][C:2]([F:16])([F:15])/[CH:3]=[CH:4]/[C:5]1[CH:13]=[CH:12][C:8]([C:9]([OH:11])=O)=[C:7]([CH3:14])[CH:6]=1.C(Cl)(=O)C(Cl)=O.[CH3:23][O:24][C:25]([C:27]1[CH:28]=[N:29][C:30]2[C:35]([CH:36]=1)=[CH:34][CH:33]=[C:32]([NH2:37])[CH:31]=2)=[O:26]. (2) The reactants are [CH2:1]([O:3][C:4](=[O:18])[C:5]1[CH:10]=[C:9]([O:11][CH2:12][CH3:13])[C:8]([NH2:14])=[C:7]([O:15][CH2:16][CH3:17])[CH:6]=1)[CH3:2].CO[CH:21]1[CH2:25][CH2:24][CH:23](OC)O1. The catalyst is CCCCCCC.C(O)(=O)C. The product is [CH2:1]([O:3][C:4](=[O:18])[C:5]1[CH:10]=[C:9]([O:11][CH2:12][CH3:13])[C:8]([N:14]2[CH:21]=[CH:25][CH:24]=[CH:23]2)=[C:7]([O:15][CH2:16][CH3:17])[CH:6]=1)[CH3:2]. The yield is 0.820. (3) The reactants are [CH3:1][N:2]([CH2:10][C:11]1[CH:25]=[CH:24][C:14]2[N:15](C3CCCCO3)[CH:16]=[N:17][C:13]=2[C:12]=1[CH3:26])C(=O)OC(C)(C)C. The catalyst is C(Cl)Cl.C(O)(C(F)(F)F)=O. The product is [CH3:1][NH:2][CH2:10][C:11]1[CH:25]=[CH:24][C:14]2[NH:15][CH:16]=[N:17][C:13]=2[C:12]=1[CH3:26]. The yield is 0.820. (4) The reactants are [CH3:1][O:2][CH2:3][CH2:4][OH:5].F[C:7]1[CH:12]=[CH:11][CH:10]=[CH:9][C:8]=1[N+:13]([O-:15])=[O:14].[CH3:16][O:17][CH2:18][CH2:19][O:20][C:21]1[CH:27]=[CH:26][CH:25]=[CH:24][C:22]=1[NH2:23].[NH2:28][C:29]1[S:30][CH:31]=[CH:32][N:33]=1. No catalyst specified. The product is [CH3:1][O:2][CH2:3][CH2:4][O:5][C:7]1[CH:12]=[CH:11][CH:10]=[CH:9][C:8]=1[N+:13]([O-:15])=[O:14].[CH3:16][O:17][CH2:18][CH2:19][O:20][C:21]1[CH:27]=[CH:26][CH:25]=[CH:24][C:22]=1[NH:23][C:4]([NH:28][C:29]1[S:30][CH:31]=[CH:32][N:33]=1)=[O:5]. The yield is 0.640. (5) The reactants are N/[CH:2]=[N:3]/[C:4](/[NH:13][CH2:14][C:15]1[CH:20]=[CH:19][C:18]([O:21][CH3:22])=[CH:17][CH:16]=1)=[C:5](\[C:11]#[N:12])/[C:6]([O:8][CH2:9][CH3:10])=[O:7].[ClH:23]. The catalyst is O. The product is [Cl:23][C:11]1[C:5]([C:6]([O:8][CH2:9][CH3:10])=[O:7])=[C:4]([NH:13][CH2:14][C:15]2[CH:20]=[CH:19][C:18]([O:21][CH3:22])=[CH:17][CH:16]=2)[N:3]=[CH:2][N:12]=1. The yield is 0.340. (6) The reactants are [CH:1]([NH:4][C:5]([C:7]1[CH:11]=[CH:10][NH:9][CH:8]=1)=[O:6])([CH3:3])[CH3:2].[H-].[Na+].[CH3:14][C:15]([C:19]1[N:23]([CH2:24][CH:25]2[CH2:30][CH2:29][O:28][CH2:27][CH2:26]2)[C:22]2[CH:31]=[CH:32][C:33]([S:35](Cl)(=[O:37])=[O:36])=[CH:34][C:21]=2[N:20]=1)([CH3:18])[CH2:16][CH3:17]. The catalyst is C1COCC1. The product is [CH3:18][C:15]([C:19]1[N:23]([CH2:24][CH:25]2[CH2:26][CH2:27][O:28][CH2:29][CH2:30]2)[C:22]2[CH:31]=[CH:32][C:33]([S:35]([N:9]3[CH:10]=[CH:11][C:7]([C:5]([NH:4][CH:1]([CH3:3])[CH3:2])=[O:6])=[CH:8]3)(=[O:37])=[O:36])=[CH:34][C:21]=2[N:20]=1)([CH3:14])[CH2:16][CH3:17]. The yield is 0.640. (7) The reactants are [C:1]([O:5][C:6](=[O:15])[NH:7][C@H:8]([C:12](=O)[NH2:13])[CH2:9][C:10]#[CH:11])([CH3:4])([CH3:3])[CH3:2].COC1C=CC(P2(SP(C3C=CC(OC)=CC=3)(=S)S2)=[S:25])=CC=1. The catalyst is C1COCC1. The product is [NH2:13][C:12](=[S:25])[C@@H:8]([NH:7][C:6](=[O:15])[O:5][C:1]([CH3:4])([CH3:3])[CH3:2])[CH2:9][C:10]#[CH:11]. The yield is 0.710. (8) The reactants are C(OC([N:8]1[CH2:13][CH2:12][CH:11]([C:14]2[C:19]([CH3:20])=[CH:18][CH:17]=[CH:16][C:15]=2[F:21])[CH2:10][CH2:9]1)=O)(C)(C)C.[ClH:22].CCOCC. The catalyst is ClCCl. The product is [ClH:22].[F:21][C:15]1[CH:16]=[CH:17][CH:18]=[C:19]([CH3:20])[C:14]=1[CH:11]1[CH2:10][CH2:9][NH:8][CH2:13][CH2:12]1. The yield is 0.730. (9) The reactants are C[O:2][C:3]([C@@H:5]1[CH2:9][C@@H:8]([S:10][C:11]([C:24]2[CH:29]=[CH:28][CH:27]=[CH:26][CH:25]=2)([C:18]2[CH:23]=[CH:22][CH:21]=[CH:20][CH:19]=2)[C:12]2[CH:17]=[CH:16][CH:15]=[CH:14][CH:13]=2)[CH2:7][N:6]1[C:30]([O:32][C:33]([CH3:36])([CH3:35])[CH3:34])=[O:31])=O.O.C(O)(=O)CC(CC(O)=O)(C(O)=O)O. The catalyst is C1(C)C=CC=CC=1. The product is [C:33]([O:32][C:30]([N:6]1[CH2:7][C@H:8]([S:10][C:11]([C:18]2[CH:19]=[CH:20][CH:21]=[CH:22][CH:23]=2)([C:12]2[CH:17]=[CH:16][CH:15]=[CH:14][CH:13]=2)[C:24]2[CH:29]=[CH:28][CH:27]=[CH:26][CH:25]=2)[CH2:9][C@H:5]1[CH2:3][OH:2])=[O:31])([CH3:36])([CH3:35])[CH3:34]. The yield is 0.690.